Predict the reactants needed to synthesize the given product. From a dataset of Full USPTO retrosynthesis dataset with 1.9M reactions from patents (1976-2016). (1) Given the product [CH:13]1([C:10]2[C:11]3[S:12][C:5]([C:3]([OH:2])=[O:4])=[CH:6][C:7]=3[N:8]([CH2:39][C:40]([N:42]3[CH2:47][CH2:46][O:45][CH2:44][CH2:43]3)=[O:41])[C:9]=2[C:19]2[CH:20]=[C:21]3[C:26](=[CH:27][CH:28]=2)[N:25]=[C:24]([C:29]2[CH:34]=[CH:33][CH:32]=[CH:31][C:30]=2[F:35])[CH:23]=[CH:22]3)[CH2:14][CH2:15][CH2:16][CH2:17][CH2:18]1, predict the reactants needed to synthesize it. The reactants are: C[O:2][C:3]([C:5]1[S:12][C:11]2[C:10]([CH:13]3[CH2:18][CH2:17][CH2:16][CH2:15][CH2:14]3)=[C:9]([C:19]3[CH:20]=[C:21]4[C:26](=[CH:27][CH:28]=3)[N:25]=[C:24]([C:29]3[CH:34]=[CH:33][CH:32]=[CH:31][C:30]=3[F:35])[CH:23]=[CH:22]4)[NH:8][C:7]=2[CH:6]=1)=[O:4].[H-].[Na+].Cl[CH2:39][C:40]([N:42]1[CH2:47][CH2:46][O:45][CH2:44][CH2:43]1)=[O:41].[Li+].[OH-].Cl. (2) Given the product [CH:11]1([C:5]2[CH:6]=[CH:7][C:8]([C:17](=[O:19])[CH3:18])=[CH:9][CH:10]=2)[CH2:12][CH2:13][CH2:14][CH2:15][CH2:16]1, predict the reactants needed to synthesize it. The reactants are: [Cl-].[Al+3].[Cl-].[Cl-].[CH:5]1([C:11]2[CH:16]=[CH:15][CH:14]=[CH:13][CH:12]=2)[CH2:10][CH2:9][CH2:8][CH2:7][CH2:6]1.[C:17](Cl)(=[O:19])[CH3:18].Cl. (3) The reactants are: [C:1]1([C:7]2[N:12]=[N:11][C:10]([C:13]3[CH:54]=[CH:53][C:16]([CH2:17][C:18]4[N:19]([C:31]5[CH:32]=[C:33]([N:37]6[S:41](=[O:43])(=[O:42])[N:40](COCC[Si](C)(C)C)[C:39](=[O:52])[CH2:38]6)[CH:34]=[CH:35][CH:36]=5)[CH:20]=[C:21]([C:23]5[CH:28]=[CH:27][C:26]([Cl:29])=[CH:25][C:24]=5[Cl:30])[N:22]=4)=[CH:15][CH:14]=3)=[CH:9][CH:8]=2)[CH2:6][CH2:5][CH2:4][CH2:3][CH:2]=1.[F-].C([N+](CCCC)(CCCC)CCCC)CCC. Given the product [C:1]1([C:7]2[N:12]=[N:11][C:10]([C:13]3[CH:54]=[CH:53][C:16]([CH2:17][C:18]4[N:19]([C:31]5[CH:32]=[C:33]([N:37]6[S:41](=[O:43])(=[O:42])[NH:40][C:39](=[O:52])[CH2:38]6)[CH:34]=[CH:35][CH:36]=5)[CH:20]=[C:21]([C:23]5[CH:28]=[CH:27][C:26]([Cl:29])=[CH:25][C:24]=5[Cl:30])[N:22]=4)=[CH:15][CH:14]=3)=[CH:9][CH:8]=2)[CH2:6][CH2:5][CH2:4][CH2:3][CH:2]=1, predict the reactants needed to synthesize it. (4) Given the product [CH:1]1([NH:7][C:8]2[CH:17]=[C:16]3[C:11]([C:12](=[O:33])[N:13]([CH2:24][CH2:25][CH:26]([O:32][CH3:36])[C:27]([O:29][CH2:30][CH3:31])=[O:28])[C:14](=[O:23])[N:15]3[CH:18]3[CH2:22][CH2:21][CH2:20][CH2:19]3)=[CH:10][C:9]=2[F:34])[CH2:6][CH2:5][CH2:4][CH2:3][CH2:2]1, predict the reactants needed to synthesize it. The reactants are: [CH:1]1([NH:7][C:8]2[CH:17]=[C:16]3[C:11]([C:12](=[O:33])[N:13]([CH2:24][CH2:25][CH:26]([OH:32])[C:27]([O:29][CH2:30][CH3:31])=[O:28])[C:14](=[O:23])[N:15]3[CH:18]3[CH2:22][CH2:21][CH2:20][CH2:19]3)=[CH:10][C:9]=2[F:34])[CH2:6][CH2:5][CH2:4][CH2:3][CH2:2]1.I[CH3:36]. (5) The reactants are: C[O:2][C:3]1[CH:4]=[C:5]2[C:10](=[C:11]([N+:13]([O-:15])=[O:14])[CH:12]=1)[N:9]=[CH:8][CH:7]=[CH:6]2.Br. Given the product [N+:13]([C:11]1[CH:12]=[C:3]([OH:2])[CH:4]=[C:5]2[C:10]=1[N:9]=[CH:8][CH:7]=[CH:6]2)([O-:15])=[O:14], predict the reactants needed to synthesize it. (6) Given the product [N+:5]([C:8]1[CH:18]=[CH:17][C:11]2[CH2:12][CH2:13][N:14]([CH2:27][C:26]#[CH:25])[CH2:15][CH2:16][C:10]=2[CH:9]=1)([O-:7])=[O:6], predict the reactants needed to synthesize it. The reactants are: [N+]([O-])(O)=O.[N+:5]([C:8]1[CH:18]=[CH:17][C:11]2[CH2:12][CH2:13][NH:14][CH2:15][CH2:16][C:10]=2[CH:9]=1)([O-:7])=[O:6].C([O-])([O-])=O.[Cs+].[Cs+].[CH2:25](Br)[C:26]#[CH:27]. (7) Given the product [CH3:1][C:2]1[C:12]2[C:7](=[CH:8][C:9]([NH:13][C:14](=[O:17])[O:15][CH3:16])=[CH:10][CH:11]=2)[CH2:6][CH2:5][N:4]=1, predict the reactants needed to synthesize it. The reactants are: [CH3:1][C:2]([NH:4][CH2:5][CH2:6][C:7]1[CH:8]=[C:9]([NH:13][C:14](=[O:17])[O:15][CH3:16])[CH:10]=[CH:11][CH:12]=1)=O.C(Cl)(Cl)Cl.P(Cl)(Cl)(Cl)(Cl)Cl. (8) Given the product [Cl:15][C:16]1[C:20]2[NH:21][C:22]([C:24]([O:26][CH2:27][CH3:28])=[O:25])=[CH:23][C:19]=2[S:18][CH:17]=1, predict the reactants needed to synthesize it. The reactants are: C(OC(C1NC2C(Br)=CSC=2C=1)=O)C.[Cl:15][C:16]1[C:20]2[NH:21][C:22]([C:24]([O:26][CH2:27][CH3:28])=[O:25])=[CH:23][C:19]=2[S:18][CH:17]=1.CN(C=O)C. (9) The reactants are: Cl[CH2:2][C:3](=[O:10])[N:4]1[CH2:9][CH2:8][O:7][CH2:6][CH2:5]1.[I-:11].[Na+]. Given the product [I:11][CH2:2][C:3](=[O:10])[N:4]1[CH2:9][CH2:8][O:7][CH2:6][CH2:5]1, predict the reactants needed to synthesize it. (10) Given the product [C:1]([O:5][C:6]([C:8]1[C:9]([C:14]2[CH:19]=[CH:18][C:17]([CH2:20][N:21]3[C:25]([CH:26]=[N:35][OH:36])=[C:24]([Br:28])[N:23]=[C:22]3[O:29][CH2:30][CH2:31][CH3:32])=[CH:16][C:15]=2[F:33])=[CH:10][CH:11]=[CH:12][CH:13]=1)=[O:7])([CH3:2])([CH3:4])[CH3:3], predict the reactants needed to synthesize it. The reactants are: [C:1]([O:5][C:6]([C:8]1[C:9]([C:14]2[CH:19]=[CH:18][C:17]([CH2:20][N:21]3[C:25]([CH:26]=O)=[C:24]([Br:28])[N:23]=[C:22]3[O:29][CH2:30][CH2:31][CH3:32])=[CH:16][C:15]=2[F:33])=[CH:10][CH:11]=[CH:12][CH:13]=1)=[O:7])([CH3:4])([CH3:3])[CH3:2].Cl.[NH2:35][OH:36].N1C=CC=CC=1.